From a dataset of Forward reaction prediction with 1.9M reactions from USPTO patents (1976-2016). Predict the product of the given reaction. Given the reactants [CH:1]1([NH:6][C:7]2[CH:12]=[CH:11][C:10]([C@H:13]3[C@@H:18]([C:19]([NH:21][C:22]4[CH:27]=[CH:26][C:25]([CH2:28][OH:29])=[C:24]([C:30]([F:33])([F:32])[F:31])[CH:23]=4)=[O:20])[CH2:17][CH2:16][CH2:15][N:14]3[C:34](=[O:43])[C:35]3[C:40]([CH3:41])=[CH:39][CH:38]=[CH:37][C:36]=3[F:42])=[CH:9][CH:8]=2)[CH2:5][CH2:4][CH2:3][CH2:2]1, predict the reaction product. The product is: [CH:1]1([NH:6][C:7]2[CH:8]=[CH:9][C:10]([C@H:13]3[C@@H:18]([C:19]([NH:21][C:22]4[CH:27]=[CH:26][C:25]([CH:28]=[O:29])=[C:24]([C:30]([F:32])([F:33])[F:31])[CH:23]=4)=[O:20])[CH2:17][CH2:16][CH2:15][N:14]3[C:34](=[O:43])[C:35]3[C:40]([CH3:41])=[CH:39][CH:38]=[CH:37][C:36]=3[F:42])=[CH:11][CH:12]=2)[CH2:2][CH2:3][CH2:4][CH2:5]1.